Dataset: Catalyst prediction with 721,799 reactions and 888 catalyst types from USPTO. Task: Predict which catalyst facilitates the given reaction. (1) Reactant: [Cl:1][C:2]1[C:7]2[N:8]([CH3:12])[C:9](=[O:11])[O:10][C:6]=2[CH:5]=[C:4]([Sn](C)(C)C)[CH:3]=1.[C:17]([C@H:20]1[CH2:22][C@@H:21]1[C:23]([O:25][CH3:26])=[O:24])(Cl)=[O:18]. Product: [Cl:1][C:2]1[C:7]2[N:8]([CH3:12])[C:9](=[O:11])[O:10][C:6]=2[CH:5]=[C:4]([C:17]([C@H:20]2[CH2:22][C@@H:21]2[C:23]([O:25][CH3:26])=[O:24])=[O:18])[CH:3]=1. The catalyst class is: 747. (2) Reactant: [CH2:1]([C:3]1[C:8]([OH:9])=[CH:7][C:6]([OH:10])=[C:5]([C:11](=[O:20])[C:12]2[CH:17]=[CH:16][C:15]([O:18][CH3:19])=[CH:14][CH:13]=2)[C:4]=1[CH2:21][C:22]([OH:24])=O)[CH3:2].O.ON1C2C=CC=CC=2N=N1.Cl.CN(C)CCCN=C=NCC.[CH3:48][O:49][CH2:50][CH2:51][NH:52][CH3:53]. Product: [CH2:1]([C:3]1[C:8]([OH:9])=[CH:7][C:6]([OH:10])=[C:5]([C:11](=[O:20])[C:12]2[CH:17]=[CH:16][C:15]([O:18][CH3:19])=[CH:14][CH:13]=2)[C:4]=1[CH2:21][C:22]([N:52]([CH2:51][CH2:50][O:49][CH3:48])[CH3:53])=[O:24])[CH3:2]. The catalyst class is: 46. (3) Reactant: [NH2:1][CH:2]([CH2:12][C:13]1[CH:18]=[CH:17][CH:16]=[C:15]([O:19][CH2:20][C:21]([CH3:24])([CH3:23])[CH3:22])[CH:14]=1)[CH:3]([C:5]1[CH:10]=[CH:9][CH:8]=[C:7]([Cl:11])[CH:6]=1)[OH:4].[Cl:25][C:26]1[CH:35]=[CH:34][CH:33]=[C:32]2[C:27]=1[CH:28]=[CH:29][CH:30]=[C:31]2[C:36](O)=[O:37].O.ON1C2C=CC=CC=2N=N1.Cl.C(N=C=NCCCN(C)C)C. Product: [CH2:20]([O:19][C:15]1[CH:14]=[C:13]([CH:18]=[CH:17][CH:16]=1)[CH2:12][CH:2]([NH:1][C:36]([C:31]1[C:32]2[C:27](=[C:26]([Cl:25])[CH:35]=[CH:34][CH:33]=2)[CH:28]=[CH:29][CH:30]=1)=[O:37])[CH:3]([C:5]1[CH:10]=[CH:9][CH:8]=[C:7]([Cl:11])[CH:6]=1)[OH:4])[C:21]([CH3:24])([CH3:23])[CH3:22]. The catalyst class is: 42. (4) Reactant: [CH3:1][C:2]1[CH:26]=[CH:25][C:5]([CH2:6][C:7]2[N:11]=[C:10]([C@H:12]3[CH2:16][CH2:15][C@H:14]([NH:17]C(=O)OC(C)(C)C)[CH2:13]3)[O:9][N:8]=2)=[CH:4][CH:3]=1.Cl. Product: [CH3:1][C:2]1[CH:3]=[CH:4][C:5]([CH2:6][C:7]2[N:11]=[C:10]([C@H:12]3[CH2:16][CH2:15][C@H:14]([NH2:17])[CH2:13]3)[O:9][N:8]=2)=[CH:25][CH:26]=1. The catalyst class is: 13. (5) Reactant: [C:1]([O:5][C:6]([NH:8][CH2:9][C:10]1[CH:18]=[CH:17][C:13]([C:14]([OH:16])=O)=[CH:12][CH:11]=1)=[O:7])([CH3:4])([CH3:3])[CH3:2].[Cl-].COC1N=C(OC)N=C([N+]2(C)CCOCC2)N=1.[C:37]1([NH2:44])[CH:42]=[CH:41][CH:40]=[CH:39][C:38]=1[NH2:43]. Product: [NH2:43][C:38]1[CH:39]=[CH:40][CH:41]=[CH:42][C:37]=1[NH:44][C:14]([C:13]1[CH:12]=[CH:11][C:10]([CH2:9][NH:8][C:6](=[O:7])[O:5][C:1]([CH3:2])([CH3:3])[CH3:4])=[CH:18][CH:17]=1)=[O:16]. The catalyst class is: 18. (6) Reactant: [BH4-].[Na+].[CH3:3][O:4][C:5]1[CH:45]=[CH:44][C:8]([CH2:9][N:10]([CH2:35][C:36]2[CH:41]=[CH:40][C:39]([O:42][CH3:43])=[CH:38][CH:37]=2)[C:11]2[N:16]=[C:15]([CH3:17])[N:14]=[C:13]([C:18]3[C:19]([NH:26][C:27]4[CH:28]=[N:29][C:30]([O:33][CH3:34])=[CH:31][CH:32]=4)=[N:20][CH:21]=[C:22]([CH:25]=3)[CH:23]=[O:24])[N:12]=2)=[CH:7][CH:6]=1.[Cl-].[NH4+].O. Product: [CH3:43][O:42][C:39]1[CH:38]=[CH:37][C:36]([CH2:35][N:10]([CH2:9][C:8]2[CH:7]=[CH:6][C:5]([O:4][CH3:3])=[CH:45][CH:44]=2)[C:11]2[N:16]=[C:15]([CH3:17])[N:14]=[C:13]([C:18]3[CH:25]=[C:22]([CH2:23][OH:24])[CH:21]=[N:20][C:19]=3[NH:26][C:27]3[CH:28]=[N:29][C:30]([O:33][CH3:34])=[CH:31][CH:32]=3)[N:12]=2)=[CH:41][CH:40]=1. The catalyst class is: 100.